From a dataset of TCR-epitope binding with 47,182 pairs between 192 epitopes and 23,139 TCRs. Binary Classification. Given a T-cell receptor sequence (or CDR3 region) and an epitope sequence, predict whether binding occurs between them. (1) The epitope is VLAWLYAAV. The TCR CDR3 sequence is CASSSGLGQPQHF. Result: 0 (the TCR does not bind to the epitope). (2) The epitope is RTLNAWVKV. The TCR CDR3 sequence is CASSDQQGGGTEAFF. Result: 0 (the TCR does not bind to the epitope). (3) The epitope is LLLGIGILV. The TCR CDR3 sequence is CASSVQALLAGDWADTQYF. Result: 0 (the TCR does not bind to the epitope). (4) The epitope is HTDFSSEIIGY. The TCR CDR3 sequence is CASSLGGAGGADTQYF. Result: 0 (the TCR does not bind to the epitope). (5) The epitope is NLVPMVATV. The TCR CDR3 sequence is CATSDLDSGELFF. Result: 0 (the TCR does not bind to the epitope). (6) The epitope is AVFDRKSDAK. The TCR CDR3 sequence is CASSLGQRNTIYF. Result: 0 (the TCR does not bind to the epitope). (7) The epitope is NYSGVVTTVMF. The TCR CDR3 sequence is CASSSLIQANTEAFF. Result: 0 (the TCR does not bind to the epitope). (8) The epitope is KTSVDCTMYI. The TCR CDR3 sequence is CASSPGLGTYNEQFF. Result: 0 (the TCR does not bind to the epitope). (9) The epitope is TLIGDCATV. The TCR CDR3 sequence is CASSLWAGGEYTEAFF. Result: 0 (the TCR does not bind to the epitope).